This data is from Full USPTO retrosynthesis dataset with 1.9M reactions from patents (1976-2016). The task is: Predict the reactants needed to synthesize the given product. (1) Given the product [NH2:19][C:10]1[C:9]2[N:8]=[C:7]([CH2:20][CH2:21][CH2:22][CH2:23][CH3:24])[N:6]([CH2:5][CH2:4][CH2:3][CH2:2][NH:1][C:32]([NH:31][C:25]3[CH:30]=[CH:29][CH:28]=[CH:27][CH:26]=3)=[O:33])[C:18]=2[C:17]2[CH:16]=[CH:15][CH:14]=[CH:13][C:12]=2[N:11]=1, predict the reactants needed to synthesize it. The reactants are: [NH2:1][CH2:2][CH2:3][CH2:4][CH2:5][N:6]1[C:18]2[C:17]3[CH:16]=[CH:15][CH:14]=[CH:13][C:12]=3[N:11]=[C:10]([NH2:19])[C:9]=2[N:8]=[C:7]1[CH2:20][CH2:21][CH2:22][CH2:23][CH3:24].[C:25]1([N:31]=[C:32]=[O:33])[CH:30]=[CH:29][CH:28]=[CH:27][CH:26]=1. (2) The reactants are: [C:1]([O:5][C:6]([NH:8][CH2:9][C:10]1[CH:52]=[CH:51][C:50]([F:53])=[CH:49][C:11]=1[C:12]([NH:14][CH2:15][CH2:16][CH2:17][CH2:18][S:19]([N:22]([C:24]1[N:33]=[C:32]([C:34]([O:36]C)=[O:35])[C:31]([O:38][S:39]([C:42]2[CH:48]=[CH:47][C:45]([CH3:46])=[CH:44][CH:43]=2)(=[O:41])=[O:40])=[C:30]2[C:25]=1[CH:26]=[CH:27][CH:28]=[N:29]2)[CH3:23])(=[O:21])=[O:20])=[O:13])=[O:7])([CH3:4])([CH3:3])[CH3:2].C1COCC1.[OH-].[Li+].Cl. Given the product [C:1]([O:5][C:6]([NH:8][CH2:9][C:10]1[CH:52]=[CH:51][C:50]([F:53])=[CH:49][C:11]=1[C:12]([NH:14][CH2:15][CH2:16][CH2:17][CH2:18][S:19]([N:22]([C:24]1[N:33]=[C:32]([C:34]([OH:36])=[O:35])[C:31]([O:38][S:39]([C:42]2[CH:48]=[CH:47][C:45]([CH3:46])=[CH:44][CH:43]=2)(=[O:41])=[O:40])=[C:30]2[C:25]=1[CH:26]=[CH:27][CH:28]=[N:29]2)[CH3:23])(=[O:20])=[O:21])=[O:13])=[O:7])([CH3:4])([CH3:2])[CH3:3], predict the reactants needed to synthesize it. (3) The reactants are: [N:1]1[CH:6]=[CH:5][C:4]([CH2:7][NH:8][C:9]([C:11]2[S:19][C:18]3[N:13]([C:14](=[O:22])[NH:15][C:16](=[O:21])[C:17]=3[CH3:20])[CH:12]=2)=[O:10])=[CH:3][CH:2]=1.C(=O)([O-])[O-].[Cs+].[Cs+].[CH3:29][S:30]([C:33]1[CH:40]=[CH:39][C:36]([CH2:37][Cl:38])=[CH:35][CH:34]=1)(=[O:32])=[O:31]. Given the product [ClH:38].[N:1]1[CH:6]=[CH:5][C:4]([CH2:7][NH:8][C:9]([C:11]2[S:19][C:18]3[N:13]([C:14](=[O:22])[N:15]([CH2:37][C:36]4[CH:35]=[CH:34][C:33]([S:30]([CH3:29])(=[O:32])=[O:31])=[CH:40][CH:39]=4)[C:16](=[O:21])[C:17]=3[CH3:20])[CH:12]=2)=[O:10])=[CH:3][CH:2]=1, predict the reactants needed to synthesize it.